The task is: Predict the reactants needed to synthesize the given product.. This data is from Full USPTO retrosynthesis dataset with 1.9M reactions from patents (1976-2016). (1) Given the product [ClH:37].[Cl:37][C:36]1[C:28]([N:25]2[CH2:26][CH2:27][CH:22]([CH2:21][NH:8][C@@H:9]([C:11]3[C:20]4[C:15](=[CH:16][CH:17]=[CH:18][CH:19]=4)[CH:14]=[CH:13][CH:12]=3)[CH3:10])[CH:23]([C:38]3[CH:43]=[CH:42][CH:41]=[CH:40][CH:39]=3)[CH2:24]2)=[N:29][CH:30]=[C:31]([CH:35]=1)[C:32]([OH:34])=[O:33], predict the reactants needed to synthesize it. The reactants are: C(OC([N:8]([CH2:21][CH:22]1[CH2:27][CH2:26][N:25]([C:28]2[C:36]([Cl:37])=[CH:35][C:31]([C:32]([OH:34])=[O:33])=[CH:30][N:29]=2)[CH2:24][CH:23]1[C:38]1[CH:43]=[CH:42][CH:41]=[CH:40][CH:39]=1)[C@@H:9]([C:11]1[C:20]2[C:15](=[CH:16][CH:17]=[CH:18][CH:19]=2)[CH:14]=[CH:13][CH:12]=1)[CH3:10])=O)(C)(C)C.Cl.O1CCOCC1. (2) Given the product [CH3:19][C:20]1[N:24]([C:25]2[CH:26]=[CH:27][CH:28]=[CH:29][CH:30]=2)[N:23]=[C:22]([CH2:31][NH:18][CH2:17][CH2:16][N:13]2[CH2:12][CH2:11][N:10]([C:7]3[CH:6]=[CH:5][C:4]([N+:1]([O-:3])=[O:2])=[CH:9][CH:8]=3)[CH2:15][CH2:14]2)[CH:21]=1, predict the reactants needed to synthesize it. The reactants are: [N+:1]([C:4]1[CH:9]=[CH:8][C:7]([N:10]2[CH2:15][CH2:14][N:13]([CH2:16][CH2:17][NH2:18])[CH2:12][CH2:11]2)=[CH:6][CH:5]=1)([O-:3])=[O:2].[CH3:19][C:20]1[N:24]([C:25]2[CH:30]=[CH:29][CH:28]=[CH:27][CH:26]=2)[N:23]=[C:22]([CH:31]=O)[CH:21]=1. (3) Given the product [CH3:26][C@:8]1([C:19]([O:21][C:22]([CH3:24])([CH3:23])[CH3:25])=[O:20])[CH2:7][C:6](=[O:5])[N:10]([C@@H:11]([C:13]2[CH:14]=[CH:15][CH:16]=[CH:17][CH:18]=2)[CH3:12])[CH2:9]1, predict the reactants needed to synthesize it. The reactants are: IC.[H-].[Na+].[O:5]=[C:6]1[N:10]([C@@H:11]([C:13]2[CH:18]=[CH:17][CH:16]=[CH:15][CH:14]=2)[CH3:12])[CH2:9][CH:8]([C:19]([O:21][C:22]([CH3:25])([CH3:24])[CH3:23])=[O:20])[CH2:7]1.[C:26](O)(=O)CC(CC(O)=O)(C(O)=O)O. (4) Given the product [N:1]1([CH2:6][CH2:7][C@H:8]2[CH2:13][C@@H:12]([OH:14])[CH2:11][CH2:10][C@@:9]2([C@H:33]2[CH2:41][CH2:40][C@@:39]3([CH3:42])[C@@H:35]([CH2:36][CH2:37][C:38]3=[CH2:43])[C@@H:34]2[OH:44])[CH3:32])[CH:5]=[CH:4][CH:3]=[N:2]1, predict the reactants needed to synthesize it. The reactants are: [N:1]1([CH2:6][CH2:7][C@H:8]2[CH2:13][C@@H:12]([O:14][Si](C(C)(C)C)(C3C=CC=CC=3)C3C=CC=CC=3)[CH2:11][CH2:10][C@@:9]2([C@H:33]2[CH2:41][CH2:40][C@@:39]3([CH3:42])[C@@H:35]([CH2:36][CH2:37][C:38]3=[CH2:43])[C@@H:34]2[OH:44])[CH3:32])[CH:5]=[CH:4][CH:3]=[N:2]1.CCCC[N+](CCCC)(CCCC)CCCC.[F-]. (5) Given the product [F:1][C:2]1[CH:7]=[C:6]([S:8]([CH3:11])(=[O:10])=[O:9])[C:5]([CH3:12])=[CH:4][C:3]=1[NH:13][C@H:14]1[CH2:18][CH2:17][N:16]([CH:19]2[CH2:20][CH2:21][NH:22][CH2:23][CH2:24]2)[C:15]1=[O:35], predict the reactants needed to synthesize it. The reactants are: [F:1][C:2]1[CH:7]=[C:6]([S:8]([CH3:11])(=[O:10])=[O:9])[C:5]([CH3:12])=[CH:4][C:3]=1[NH:13][C@H:14]1[CH2:18][CH2:17][N:16]([CH:19]2[CH2:24][CH2:23][N:22](C(OCC3C=CC=CC=3)=O)[CH2:21][CH2:20]2)[C:15]1=[O:35].[H][H]. (6) Given the product [C:20]1([CH3:47])[CH:25]=[CH:24][C:23]([C:26]([C@:28]([C:44]([OH:46])=[O:45])([OH:43])[C@:29]([C:34]([C:36]2[CH:37]=[CH:38][C:39]([CH3:42])=[CH:40][CH:41]=2)=[O:35])([OH:33])[C:30]([OH:32])=[O:31])=[O:27])=[CH:22][CH:21]=1.[NH2:1][C:2]1[CH:7]=[CH:6][C:5]([Cl:8])=[CH:4][C:3]=1[C@@H:9]([C:11]1[CH:16]=[CH:15][CH:14]=[C:13]([O:17][CH3:18])[C:12]=1[Cl:19])[OH:10], predict the reactants needed to synthesize it. The reactants are: [NH2:1][C:2]1[CH:7]=[CH:6][C:5]([Cl:8])=[CH:4][C:3]=1[CH:9]([C:11]1[CH:16]=[CH:15][CH:14]=[C:13]([O:17][CH3:18])[C:12]=1[Cl:19])[OH:10].[C:20]1([CH3:47])[CH:25]=[CH:24][C:23]([C:26]([C@:28]([C:44]([OH:46])=[O:45])([OH:43])[C@:29]([C:34]([C:36]2[CH:41]=[CH:40][C:39]([CH3:42])=[CH:38][CH:37]=2)=[O:35])([OH:33])[C:30]([OH:32])=[O:31])=[O:27])=[CH:22][CH:21]=1. (7) Given the product [CH2:20]([O:22][C:23]([C:24]1[N:7]=[C:5](/[C:4](/[CH3:3])=[CH:8]/[C:9]2[CH:14]=[CH:13][CH:12]=[CH:11][CH:10]=2)[O:6][CH:25]=1)=[O:28])[CH3:21], predict the reactants needed to synthesize it. The reactants are: N#N.[CH3:3]/[C:4](=[CH:8]\[C:9]1[CH:14]=[CH:13][CH:12]=[CH:11][CH:10]=1)/[C:5]([NH2:7])=[O:6].C([O-])(O)=O.[Na+].[CH2:20]([O:22][C:23](=[O:28])[C:24](=O)[CH2:25]Br)[CH3:21].FC(F)(F)C(OC(=O)C(F)(F)F)=O.C([O-])([O-])=O.[Na+].[Na+]. (8) Given the product [CH3:1][O:2][C:3](=[O:30])[NH:4][C@H:5]([C:9]([N:11]1[CH2:15][C@@H:14]([S:16][CH3:17])[CH2:13][C@H:12]1[C:18]1[NH:19][CH:20]=[C:21]([C:23]2[CH:28]=[CH:27][C:26]([B:34]3[O:35][C:36]([CH3:38])([CH3:37])[C:32]([CH3:48])([CH3:31])[O:33]3)=[CH:25][CH:24]=2)[N:22]=1)=[O:10])[CH:6]([CH3:8])[CH3:7], predict the reactants needed to synthesize it. The reactants are: [CH3:1][O:2][C:3](=[O:30])[NH:4][C@H:5]([C:9]([N:11]1[CH2:15][C@@H:14]([S:16][CH3:17])[CH2:13][C@H:12]1[C:18]1[NH:19][CH:20]=[C:21]([C:23]2[CH:28]=[CH:27][C:26](Br)=[CH:25][CH:24]=2)[N:22]=1)=[O:10])[CH:6]([CH3:8])[CH3:7].[CH3:31][C:32]1([CH3:48])[C:36]([CH3:38])([CH3:37])[O:35][B:34]([B:34]2[O:35][C:36]([CH3:38])([CH3:37])[C:32]([CH3:48])([CH3:31])[O:33]2)[O:33]1.C([O-])(=O)C.[K+].